Dataset: Catalyst prediction with 721,799 reactions and 888 catalyst types from USPTO. Task: Predict which catalyst facilitates the given reaction. (1) Reactant: Cl[C:2]1[N:37]=[CH:36][CH:35]=[CH:34][C:3]=1[C:4]([NH:6][C:7]1[CH:12]=[CH:11][C:10]([C:13]([F:19])([F:18])[C:14]([F:17])([F:16])[F:15])=[C:9]([O:20][CH2:21][CH:22]2[CH2:26][CH2:25][CH2:24][N:23]2[C:27]([O:29][C:30]([CH3:33])([CH3:32])[CH3:31])=[O:28])[CH:8]=1)=[O:5].[F:38][C:39]1[CH:46]=[CH:45][C:42]([CH2:43][NH2:44])=[CH:41][CH:40]=1. Product: [F:38][C:39]1[CH:46]=[CH:45][C:42]([CH2:43][NH:44][C:2]2[N:37]=[CH:36][CH:35]=[CH:34][C:3]=2[C:4]([NH:6][C:7]2[CH:12]=[CH:11][C:10]([C:13]([F:19])([F:18])[C:14]([F:17])([F:16])[F:15])=[C:9]([O:20][CH2:21][CH:22]3[CH2:26][CH2:25][CH2:24][N:23]3[C:27]([O:29][C:30]([CH3:33])([CH3:32])[CH3:31])=[O:28])[CH:8]=2)=[O:5])=[CH:41][CH:40]=1. The catalyst class is: 161. (2) Reactant: [CH3:1][N:2]([CH3:22])[C:3]1[C:8]([CH3:9])=[CH:7][N:6]=[C:5]([NH:10][C@@H:11]2[CH2:16][CH2:15][C@H:14]([NH:17][C:18](=[O:21])[CH2:19]Br)[CH2:13][CH2:12]2)[N:4]=1.[F:23][C:24]1[CH:25]=[C:26]([OH:30])[CH:27]=[CH:28][CH:29]=1.C([O-])([O-])=O.[Cs+].[Cs+]. Product: [CH3:1][N:2]([CH3:22])[C:3]1[C:8]([CH3:9])=[CH:7][N:6]=[C:5]([NH:10][C@@H:11]2[CH2:16][CH2:15][C@H:14]([NH:17][C:18](=[O:21])[CH2:19][O:30][C:26]3[CH:27]=[CH:28][CH:29]=[C:24]([F:23])[CH:25]=3)[CH2:13][CH2:12]2)[N:4]=1. The catalyst class is: 258. (3) Reactant: N1C=CC=C[C:2]=1C(O)=O.[NH2:10][C:11]1[C:16]([C:17]2[CH:22]=[CH:21][C:20]([OH:23])=[CH:19][CH:18]=2)=[CH:15][CH:14]=[CH:13][N:12]=1.P([O-])([O-])([O-])=O.[K+].[K+].[K+].Br[C:33]1[CH:38]=[CH:37][CH:36]=[C:35]([C:39]([F:42])([F:41])[CH3:40])[CH:34]=1. Product: [F:41][C:39]([C:35]1[CH:34]=[C:33]([CH:38]=[CH:37][CH:36]=1)[O:23][C:20]1[CH:21]=[CH:22][C:17]([C:16]2[C:11]([NH2:10])=[N:12][CH:13]=[C:14]([CH3:2])[CH:15]=2)=[CH:18][CH:19]=1)([F:42])[CH3:40]. The catalyst class is: 419. (4) Reactant: Cl[C:2]1[N:7]=[C:6]([C:8]2[CH:17]=[CH:16][C:15]3[C:10](=[CH:11][CH:12]=[CH:13][CH:14]=3)[CH:9]=2)[CH:5]=[CH:4][N:3]=1.[C:18]([O:22][C:23]([NH:25][CH:26]([CH:30]1[CH2:35][CH2:34][NH:33][CH2:32][CH2:31]1)[C:27]([O-:29])=[O:28])=[O:24])([CH3:21])([CH3:20])[CH3:19].[CH:36](N(C(C)C)CC)(C)C. Product: [C:18]([O:22][C:23]([NH:25][CH:26]([CH:30]1[CH2:31][CH2:32][N:33]([C:2]2[N:7]=[C:6]([C:8]3[CH:17]=[CH:16][C:15]4[C:10](=[CH:11][CH:12]=[CH:13][CH:14]=4)[CH:9]=3)[CH:5]=[CH:4][N:3]=2)[CH2:34][CH2:35]1)[C:27]([O:29][CH3:36])=[O:28])=[O:24])([CH3:21])([CH3:19])[CH3:20]. The catalyst class is: 37. (5) Reactant: [CH3:1][O:2][C:3]1[CH:18]=[CH:17][C:6]([CH2:7][O:8][C:9]2[CH:16]=[CH:15][C:12]([CH:13]=O)=[CH:11][CH:10]=2)=[CH:5][CH:4]=1.Cl.[NH2:20][OH:21].[OH-].[Na+].C(O)(=O)C. Product: [CH3:1][O:2][C:3]1[CH:18]=[CH:17][C:6]([CH2:7][O:8][C:9]2[CH:16]=[CH:15][C:12]([CH:13]=[N:20][OH:21])=[CH:11][CH:10]=2)=[CH:5][CH:4]=1. The catalyst class is: 97. (6) Reactant: [Cl:1][C:2]1[CH:7]=[CH:6][C:5]([C:8]2[CH:13]=[CH:12][C:11]([NH:14][C:15](=[O:18])[C:16]#[CH:17])=[CH:10][CH:9]=2)=[CH:4][CH:3]=1.I[C:20]1[CH:25]=[CH:24][C:23]([CH2:26][CH2:27][N:28]2[CH2:32][CH2:31][CH2:30][CH2:29]2)=[CH:22][CH:21]=1. Product: [Cl:1][C:2]1[CH:3]=[CH:4][C:5]([C:8]2[CH:13]=[CH:12][C:11]([NH:14][C:15](=[O:18])[C:16]#[C:17][C:20]3[CH:21]=[CH:22][C:23]([CH2:26][CH2:27][N:28]4[CH2:32][CH2:31][CH2:30][CH2:29]4)=[CH:24][CH:25]=3)=[CH:10][CH:9]=2)=[CH:6][CH:7]=1. The catalyst class is: 98. (7) Reactant: [C:1]([NH2:5])([CH3:4])([CH3:3])[CH3:2].Cl[C:7]1[C:12]([C:13]([O:15][CH2:16][CH3:17])=[O:14])=[CH:11][N:10]=[C:9]([C:18]([F:21])([F:20])[F:19])[N:8]=1.C(O)C. Product: [C:1]([NH:5][C:11]1[C:12]([C:13]([O:15][CH2:16][CH3:17])=[O:14])=[CH:7][N:8]=[C:9]([C:18]([F:20])([F:21])[F:19])[N:10]=1)([CH3:4])([CH3:3])[CH3:2]. The catalyst class is: 6. (8) Reactant: [OH:1][C:2]1[CH:13]=[CH:12][C:5]2[CH2:6][C:7](=[O:11])[NH:8][CH2:9][CH2:10][C:4]=2[CH:3]=1.[F:14][C:15]1[CH:16]=[C:17]([CH:20]=[CH:21][CH:22]=1)[CH2:18]Br.C(=O)([O-])[O-].[K+].[K+]. Product: [F:14][C:15]1[CH:16]=[C:17]([CH:20]=[CH:21][CH:22]=1)[CH2:18][O:1][C:2]1[CH:13]=[CH:12][C:5]2[CH2:6][C:7](=[O:11])[NH:8][CH2:9][CH2:10][C:4]=2[CH:3]=1. The catalyst class is: 131. (9) Reactant: [Br:1][C:2]1[CH:3]=[CH:4][C:5]([F:11])=[C:6](CC#N)[CH:7]=1.[C:12]([OH:15])(=[O:14])[CH3:13].S(=O)(=O)(O)O. Product: [Br:1][C:2]1[CH:7]=[CH:6][C:5]([F:11])=[C:4]([CH2:13][C:12]([OH:15])=[O:14])[CH:3]=1. The catalyst class is: 6. (10) Reactant: [N:1]12[CH2:8][CH2:7][CH:4]([CH2:5][CH2:6]1)[C@@H:3]([O:9][C:10](=[O:23])[C:11]([OH:22])([C:17]1[S:18][CH:19]=[CH:20][CH:21]=1)[C:12]1[S:13][CH:14]=[CH:15][CH:16]=1)[CH2:2]2.[C:24]([NH:31][CH2:32][CH2:33][CH2:34][Br:35])([O:26][C:27]([CH3:30])([CH3:29])[CH3:28])=[O:25]. The catalyst class is: 3. Product: [Br-:35].[C:27]([O:26][C:24]([NH:31][CH2:32][CH2:33][CH2:34][N+:1]12[CH2:8][CH2:7][CH:4]([CH2:5][CH2:6]1)[C@@H:3]([O:9][C:10](=[O:23])[C:11]([OH:22])([C:12]1[S:13][CH:14]=[CH:15][CH:16]=1)[C:17]1[S:18][CH:19]=[CH:20][CH:21]=1)[CH2:2]2)=[O:25])([CH3:30])([CH3:29])[CH3:28].